This data is from CYP2D6 inhibition data for predicting drug metabolism from PubChem BioAssay. The task is: Regression/Classification. Given a drug SMILES string, predict its absorption, distribution, metabolism, or excretion properties. Task type varies by dataset: regression for continuous measurements (e.g., permeability, clearance, half-life) or binary classification for categorical outcomes (e.g., BBB penetration, CYP inhibition). Dataset: cyp2d6_veith. (1) The result is 0 (non-inhibitor). The compound is O=C(c1cccc(F)c1)N1CCC[C@@]2(CCN(c3ccccc3)C2)C1. (2) The drug is CN(C)Cc1ccccc1-c1ccc2ncnc(NCc3ccccc3)c2c1. The result is 1 (inhibitor). (3) The drug is CCOC(=O)[C@@H](O)Cc1cnc2ccccc2n1. The result is 0 (non-inhibitor). (4) The drug is COC(=O)c1cccc(C(=O)Nc2ccc(C)cc2)n1. The result is 0 (non-inhibitor). (5) The drug is C1CNCCN1.C[C@H](CCC(=O)O)[C@H]1CC[C@@H]2[C@@H]3[C@@H](O)C[C@H]4C[C@@H](O)CC[C@@]4(C)[C@@H]3C[C@@H](O)[C@@]12C. The result is 0 (non-inhibitor). (6) The drug is CCC/C=C(\CCC)C(NC(=O)c1ccc(-c2ccccc2)cc1)c1ccc(C(=O)OC)cc1. The result is 0 (non-inhibitor). (7) The result is 0 (non-inhibitor). The molecule is Nc1nc2c(ncn2[C@H]2CC[C@@H](CO)O2)c(=O)n1C(=O)c1ccccc1. (8) The compound is CCOC(=O)CN(C(=O)CCC(=O)Nc1cc(C)on1)C(C(=O)NC1CCCC1)c1cccnc1. The result is 0 (non-inhibitor). (9) The compound is NNC(=O)c1nn(-c2ccc(Cl)cc2)ccc1=O. The result is 0 (non-inhibitor). (10) The molecule is Cc1cccc(NC(=O)CSc2nnnn2C)n1. The result is 0 (non-inhibitor).